From a dataset of Reaction yield outcomes from USPTO patents with 853,638 reactions. Predict the reaction yield, written as a fraction of the theoretical maximum amount of product (1.0 means a 100% yield; for example, 0.34 means a 34% yield). (1) The reactants are [CH3:1][O:2][C:3](=[O:13])[C:4]1[CH:9]=[C:8]([OH:10])[C:7]([OH:11])=[C:6]([OH:12])[CH:5]=1.[CH3:14]OS(OC)(=O)=O.[OH-].[Na+].OS(O)(=O)=O. The catalyst is O. The product is [OH:12][C:6]1[CH:5]=[C:4]([CH:9]=[C:8]([O:10][CH3:14])[C:7]=1[OH:11])[C:3]([O:2][CH3:1])=[O:13]. The yield is 0.470. (2) The reactants are [O:1]1[C:5]2[CH:6]=[C:7]([CH:10]3[CH2:15][CH2:14][NH:13][CH2:12][CH2:11]3)[CH:8]=[CH:9][C:4]=2[CH:3]=[CH:2]1.[CH:16]1([C:20]2[C:28]([C:29](=[O:32])[NH:30][CH3:31])=[CH:27][C:23]([C:24](O)=[O:25])=[C:22]([CH3:33])[CH:21]=2)[CH2:19][CH2:18][CH2:17]1.CCN=C=NCCCN(C)C.Cl.CCOC(C)=O. The catalyst is CN(C)C1C=CN=CC=1.CN(C)C=O. The product is [O:1]1[C:5]2[CH:6]=[C:7]([CH:10]3[CH2:15][CH2:14][N:13]([C:24]([C:23]4[C:22]([CH3:33])=[CH:21][C:20]([CH:16]5[CH2:19][CH2:18][CH2:17]5)=[C:28]([CH:27]=4)[C:29]([NH:30][CH3:31])=[O:32])=[O:25])[CH2:12][CH2:11]3)[CH:8]=[CH:9][C:4]=2[CH:3]=[CH:2]1. The yield is 0.200.